Dataset: NCI-60 drug combinations with 297,098 pairs across 59 cell lines. Task: Regression. Given two drug SMILES strings and cell line genomic features, predict the synergy score measuring deviation from expected non-interaction effect. Drug 1: CC1CCC2CC(C(=CC=CC=CC(CC(C(=O)C(C(C(=CC(C(=O)CC(OC(=O)C3CCCCN3C(=O)C(=O)C1(O2)O)C(C)CC4CCC(C(C4)OC)O)C)C)O)OC)C)C)C)OC. Drug 2: CC1CCCC2(C(O2)CC(NC(=O)CC(C(C(=O)C(C1O)C)(C)C)O)C(=CC3=CSC(=N3)C)C)C. Cell line: ACHN. Synergy scores: CSS=35.0, Synergy_ZIP=-2.18, Synergy_Bliss=-0.334, Synergy_Loewe=-2.47, Synergy_HSA=4.77.